This data is from Catalyst prediction with 721,799 reactions and 888 catalyst types from USPTO. The task is: Predict which catalyst facilitates the given reaction. Reactant: [Cl:1][C:2]1[CH:8]=[CH:7][C:6]([SH:9])=[CH:5][C:3]=1[NH2:4].[C:10]([Si:14]([CH3:30])([CH3:29])[O:15][CH2:16][CH2:17][O:18][C:19]1[CH:24]=[CH:23][CH:22]=[CH:21][C:20]=1[C:25](O)([CH3:27])[CH3:26])([CH3:13])([CH3:12])[CH3:11].COC1C=CC=CC=1C(O)(C)C.[Cl:43][C:44]1[CH:50]=[CH:49][C:48]([S:51][C:52]([C:55]2[CH:60]=[CH:59][CH:58]=[CH:57][C:56]=2[O:61][CH2:62][CH2:63][OH:64])([CH3:54])[CH3:53])=[CH:47][C:45]=1[NH2:46].N1C=CN=C1.[Si](Cl)(C(C)(C)C)(C)C. Product: [Cl:43][C:44]1[CH:50]=[CH:49][C:48]([S:51][C:52]([C:55]2[CH:60]=[CH:59][CH:58]=[CH:57][C:56]=2[O:61][CH2:62][CH2:63][OH:64])([CH3:54])[CH3:53])=[CH:47][C:45]=1[NH2:46].[Si:14]([O:15][CH2:16][CH2:17][O:18][C:19]1[CH:24]=[CH:23][CH:22]=[CH:21][C:20]=1[C:25]([CH3:27])([S:9][C:6]1[CH:7]=[CH:8][C:2]([Cl:1])=[C:3]([CH:5]=1)[NH2:4])[CH3:26])([C:10]([CH3:13])([CH3:12])[CH3:11])([CH3:29])[CH3:30]. The catalyst class is: 35.